The task is: Predict the product of the given reaction.. This data is from Forward reaction prediction with 1.9M reactions from USPTO patents (1976-2016). Given the reactants C(=O)([O-])[O-].[K+].[K+].[C:7]([CH2:10][CH2:11][C@@H:12]1[C:17](=[O:18])[NH:16][C:15]2[CH:19]=[C:20]([CH2:23][C@H:24]([NH:30][C:31]([O:33][CH2:34][C:35]([CH3:38])([CH3:37])[CH3:36])=[O:32])[C:25]([O:27][CH2:28][CH3:29])=[O:26])[CH:21]=[CH:22][C:14]=2[O:13]1)(O)=[O:8].S(O)(O)(=O)=O.[NH2:44][C:45]1[NH:46][CH:47]=[CH:48][N:49]=1.CN(C(ON1N=NC2C=CC=CC1=2)=[N+](C)C)C.[B-](F)(F)(F)F.C1C=CC2N(O)N=NC=2C=1, predict the reaction product. The product is: [CH3:38][C:35]([CH3:36])([CH3:37])[CH2:34][O:33][C:31]([NH:30][C@@H:24]([CH2:23][C:20]1[CH:21]=[CH:22][C:14]2[O:13][C@H:12]([CH2:11][CH2:10][C:7](=[O:8])[NH:44][C:45]3[NH:46][CH:47]=[CH:48][N:49]=3)[C:17](=[O:18])[NH:16][C:15]=2[CH:19]=1)[C:25]([O:27][CH2:28][CH3:29])=[O:26])=[O:32].